Dataset: Full USPTO retrosynthesis dataset with 1.9M reactions from patents (1976-2016). Task: Predict the reactants needed to synthesize the given product. (1) Given the product [Cl:39][C:27]1[CH:26]=[C:25]2[C:30]([CH2:31][N:23]([C:19]3[C:18]([CH3:35])=[C:17]([C:16]4[C:8]5[C:7]6[C:11](=[CH:12][C:4]([CH2:3][C:1]#[N:2])=[CH:5][CH:6]=6)[NH:10][C:9]=5[C:13]([C:36]([NH2:38])=[O:37])=[N:14][CH:15]=4)[CH:22]=[CH:21][CH:20]=3)[C:24]2=[O:34])=[CH:29][CH:28]=1, predict the reactants needed to synthesize it. The reactants are: [C:1]([CH2:3][C:4]1[CH:12]=[C:11]2[C:7]([C:8]3[C:16]([C:17]4[CH:22]=[CH:21][CH:20]=[C:19]([N:23]5[CH2:31][C:30]6[C:25](=[CH:26][C:27](OC)=[CH:28][CH:29]=6)[C:24]5=[O:34])[C:18]=4[CH3:35])=[CH:15][N:14]=[C:13]([C:36]([NH2:38])=[O:37])[C:9]=3[NH:10]2)=[CH:6][CH:5]=1)#[N:2].[Cl:39]C1C=CC(C=O)=C(C=1)C(O)=O.[BH4-].[Na+]. (2) Given the product [CH3:1][O:2][C:3](=[O:24])[C:4]([NH:15][NH2:16])([CH3:14])[CH2:5][C:6]1[CH:11]=[CH:10][C:9]([O:12][CH:26]2[C:35]3[C:30](=[CH:31][CH:32]=[CH:33][CH:34]=3)[C:28](=[O:29])[O:27]2)=[C:8]([O:13][CH:5]2[C:6]3[C:7](=[CH:8][CH:9]=[CH:10][CH:11]=3)[C:36](=[O:37])[O:39]2)[CH:7]=1, predict the reactants needed to synthesize it. The reactants are: [CH3:1][O:2][C:3](=[O:24])[C:4]([NH:15][NH:16]C(OC(C)(C)C)=O)([CH3:14])[CH2:5][C:6]1[CH:11]=[CH:10][C:9]([OH:12])=[C:8]([OH:13])[CH:7]=1.Br[CH:26]1[C:35]2[C:30](=[CH:31][CH:32]=[CH:33][CH:34]=2)[C:28](=[O:29])[O:27]1.[C:36]([O-:39])([O-])=[O:37].[Cs+].[Cs+]. (3) Given the product [ClH:41].[F:40][CH:2]([F:1])[C:3]1[N:7]([C:8]2[N:13]=[C:12]([N:14]3[CH2:15][CH2:16][O:17][CH2:18][CH2:19]3)[N:11]=[C:10]([N:20]3[CH2:21][CH2:22][N:23]([S:26]([CH2:29][CH2:30][N:31]([CH3:33])[CH3:32])(=[O:28])=[O:27])[CH2:24][CH2:25]3)[N:9]=2)[C:6]2[CH:34]=[CH:35][CH:36]=[C:37]([O:38][CH3:39])[C:5]=2[N:4]=1, predict the reactants needed to synthesize it. The reactants are: [F:1][CH:2]([F:40])[C:3]1[N:7]([C:8]2[N:13]=[C:12]([N:14]3[CH2:19][CH2:18][O:17][CH2:16][CH2:15]3)[N:11]=[C:10]([N:20]3[CH2:25][CH2:24][N:23]([S:26]([CH2:29][CH2:30][N:31]([CH3:33])[CH3:32])(=[O:28])=[O:27])[CH2:22][CH2:21]3)[N:9]=2)[C:6]2[CH:34]=[CH:35][CH:36]=[C:37]([O:38][CH3:39])[C:5]=2[N:4]=1.[ClH:41]. (4) The reactants are: N[C:2]1[CH:3]=[C:4]2[C:8](=[CH:9][CH:10]=1)[C:7](=[O:11])[NH:6][C:5]2=[O:12].N([O-])=O.[Na+].[I-:17].[Na+]. Given the product [I:17][C:2]1[CH:3]=[C:4]2[C:8](=[CH:9][CH:10]=1)[C:7](=[O:11])[NH:6][C:5]2=[O:12], predict the reactants needed to synthesize it.